From a dataset of Full USPTO retrosynthesis dataset with 1.9M reactions from patents (1976-2016). Predict the reactants needed to synthesize the given product. (1) The reactants are: [OH:1][C@H:2]1[CH2:7][CH2:6][N:5](CC2C=CC=CC=2)[CH2:4][C@H:3]1[CH2:15][NH:16][C:17](=[O:23])[O:18][C:19]([CH3:22])([CH3:21])[CH3:20]. Given the product [OH:1][C@H:2]1[CH2:7][CH2:6][NH:5][CH2:4][C@H:3]1[CH2:15][NH:16][C:17](=[O:23])[O:18][C:19]([CH3:21])([CH3:20])[CH3:22], predict the reactants needed to synthesize it. (2) Given the product [F:26][C:25]([F:27])([F:28])[C:24]([C:21]1[CH:22]=[CH:23][C:18]([CH2:17][N:8]2[CH2:7][CH2:6][N:5]([C:9]([O:11][C:12]([CH3:15])([CH3:14])[CH3:13])=[O:10])[CH2:4][C@@H:3]2[CH2:2][OH:1])=[CH:19][CH:20]=1)([OH:33])[C:29]([F:30])([F:32])[F:31], predict the reactants needed to synthesize it. The reactants are: [OH:1][CH2:2][C@@H:3]1[NH:8][CH2:7][CH2:6][N:5]([C:9]([O:11][C:12]([CH3:15])([CH3:14])[CH3:13])=[O:10])[CH2:4]1.Br[CH2:17][C:18]1[CH:23]=[CH:22][C:21]([C:24]([OH:33])([C:29]([F:32])([F:31])[F:30])[C:25]([F:28])([F:27])[F:26])=[CH:20][CH:19]=1.[I-].[Na+].C(=O)([O-])[O-].[K+].[K+]. (3) The reactants are: C([O:3][CH:4](OCC)[CH:5]=[CH2:6])C.CC1C=CC=CC=1P(C1C=CC=CC=1C)C1C=CC=CC=1C.C([O-])(=O)C.[Na+].Br[C:38]1[CH:39]=[C:40]([C:44]2[C:53]3[C:48](=[CH:49][C:50]([Cl:55])=[C:51]([CH3:54])[CH:52]=3)[O:47][C:46](=[O:56])[C:45]=2[CH2:57][C:58]([NH:60][C:61]2[CH:66]=[CH:65][C:64]([F:67])=[CH:63][C:62]=2[C:68]([F:71])([F:70])[F:69])=[O:59])[CH:41]=[CH:42][CH:43]=1.Cl. Given the product [Cl:55][C:50]1[CH:49]=[C:48]2[C:53]([C:44]([C:40]3[CH:41]=[CH:42][CH:43]=[C:38](/[CH:6]=[CH:5]/[CH:4]=[O:3])[CH:39]=3)=[C:45]([CH2:57][C:58]([NH:60][C:61]3[CH:66]=[CH:65][C:64]([F:67])=[CH:63][C:62]=3[C:68]([F:71])([F:69])[F:70])=[O:59])[C:46](=[O:56])[O:47]2)=[CH:52][C:51]=1[CH3:54], predict the reactants needed to synthesize it. (4) Given the product [CH3:12][CH2:11][C:10]1[C:9]2[C:8]([CH:7]([CH2:20][N:17]3[CH2:18][CH2:19][O:14][CH2:15][CH2:16]3)[CH2:6][CH2:5][C:4]=2[NH:3][C:2]=1[CH3:1])=[O:13], predict the reactants needed to synthesize it. The reactants are: [CH3:1][C:2]1[NH:3][C:4]2[CH2:5][CH2:6][CH2:7][C:8](=[O:13])[C:9]=2[C:10]=1[CH2:11][CH3:12].[O:14]1[CH2:19][CH2:18][N:17]([CH2:20]N2CCOCC2)[CH2:16][CH2:15]1. (5) Given the product [F:1][C:2]([CH3:6])([CH3:5])[CH2:3][O:4][S:16]([C:15]([F:28])([F:27])[F:14])(=[O:18])=[O:17], predict the reactants needed to synthesize it. The reactants are: [F:1][C:2]([CH3:6])([CH3:5])[CH2:3][OH:4].C(N(CC)CC)C.[F:14][C:15]([F:28])([F:27])[S:16](O[S:16]([C:15]([F:28])([F:27])[F:14])(=[O:18])=[O:17])(=[O:18])=[O:17].Cl. (6) Given the product [F:14][C:9]1[C:8]([S:15][CH3:16])=[C:7]([B:19]([OH:20])[OH:18])[CH:12]=[C:11]([F:13])[CH:10]=1, predict the reactants needed to synthesize it. The reactants are: C([Mg]Cl)(C)C.Br[C:7]1[CH:12]=[C:11]([F:13])[CH:10]=[C:9]([F:14])[C:8]=1[S:15][CH3:16].C[O:18][B:19](OC)[O:20]C.